From a dataset of Full USPTO retrosynthesis dataset with 1.9M reactions from patents (1976-2016). Predict the reactants needed to synthesize the given product. (1) Given the product [F:20][C:21]1[C:22]([I:30])=[C:23]([CH:27]=[CH:28][CH:29]=1)[C:24]([N:4]1[CH2:5][CH2:6][CH2:7][C@@H:2]([CH3:1])[C@H:3]1[CH2:8][N:9]1[C:17](=[O:18])[C:16]2[C:11](=[CH:12][CH:13]=[CH:14][CH:15]=2)[C:10]1=[O:19])=[O:25], predict the reactants needed to synthesize it. The reactants are: [CH3:1][C@@H:2]1[CH2:7][CH2:6][CH2:5][NH:4][C@@H:3]1[CH2:8][N:9]1[C:17](=[O:18])[C:16]2[C:11](=[CH:12][CH:13]=[CH:14][CH:15]=2)[C:10]1=[O:19].[F:20][C:21]1[C:22]([I:30])=[C:23]([CH:27]=[CH:28][CH:29]=1)[C:24](O)=[O:25].C(N(C(C)C)CC)(C)C.CN(C(ON1N=NC2C=CC=NC1=2)=[N+](C)C)C.F[P-](F)(F)(F)(F)F. (2) Given the product [CH:1]1([C:4]2[C:5]([C:6]([O:8][CH3:9])=[O:7])=[C:19]([C:21]3[CH:26]=[CH:25][C:24]([F:27])=[CH:23][CH:22]=3)[C:18]3[C:17](=[CH:31][CH:30]=[CH:29][CH:28]=3)[N:16]=2)[CH2:3][CH2:2]1, predict the reactants needed to synthesize it. The reactants are: [CH:1]1([C:4](=O)[CH2:5][C:6]([O:8][CH3:9])=[O:7])[CH2:3][CH2:2]1.CS(O)(=O)=O.[NH2:16][C:17]1[CH:31]=[CH:30][CH:29]=[CH:28][C:18]=1[C:19]([C:21]1[CH:26]=[CH:25][C:24]([F:27])=[CH:23][CH:22]=1)=O. (3) Given the product [C:1]([O:5][C:6]([N:8]1[CH2:13][CH2:12][C:11]2[N:14]=[C:15]([C:17]([OH:19])=[O:18])[S:16][C:10]=2[CH2:9]1)=[O:7])([CH3:4])([CH3:2])[CH3:3], predict the reactants needed to synthesize it. The reactants are: [C:1]([O:5][C:6]([N:8]1[CH2:13][CH2:12][C:11]2[N:14]=[CH:15][S:16][C:10]=2[CH2:9]1)=[O:7])([CH3:4])([CH3:3])[CH3:2].[C:17](=[O:19])=[O:18].[OH-].[Na+].C(OCC)C. (4) Given the product [Br:24][C:9]1[CH:8]=[C:7]([CH:12]=[C:11]([N:13]([S:20]([CH3:23])(=[O:22])=[O:21])[C:14]2[CH:19]=[CH:18][CH:17]=[CH:16][CH:15]=2)[CH:10]=1)[C:6]([OH:25])=[O:5], predict the reactants needed to synthesize it. The reactants are: C([O:5][C:6](=[O:25])[C:7]1[CH:12]=[C:11]([N:13]([S:20]([CH3:23])(=[O:22])=[O:21])[C:14]2[CH:19]=[CH:18][CH:17]=[CH:16][CH:15]=2)[CH:10]=[C:9]([Br:24])[CH:8]=1)(C)(C)C.